Dataset: hERG potassium channel inhibition data for cardiac toxicity prediction from Karim et al.. Task: Regression/Classification. Given a drug SMILES string, predict its toxicity properties. Task type varies by dataset: regression for continuous values (e.g., LD50, hERG inhibition percentage) or binary classification for toxic/non-toxic outcomes (e.g., AMES mutagenicity, cardiotoxicity, hepatotoxicity). Dataset: herg_karim. (1) The result is 0 (non-blocker). The molecule is CCCN(C(=O)c1ccccc1C(C)C)C1CCNC1. (2) The molecule is COc1ccc(C[NH2+]C[C@@H](O)COc2ccc3[nH]c(=O)ccc3c2)cc1OC. The result is 1 (blocker).